This data is from TCR-epitope binding with 47,182 pairs between 192 epitopes and 23,139 TCRs. The task is: Binary Classification. Given a T-cell receptor sequence (or CDR3 region) and an epitope sequence, predict whether binding occurs between them. (1) The epitope is IVTDFSVIK. Result: 1 (the TCR binds to the epitope). The TCR CDR3 sequence is CASTGTSGGPTLRDEQFF. (2) The epitope is CINGVCWTV. The TCR CDR3 sequence is CSVDRVDYNEQFF. Result: 0 (the TCR does not bind to the epitope). (3) The epitope is YLDAYNMMI. The TCR CDR3 sequence is CASSPLLGGRANNEQFF. Result: 1 (the TCR binds to the epitope). (4) The epitope is RQLLFVVEV. The TCR CDR3 sequence is CASSPASGRQGEQFF. Result: 1 (the TCR binds to the epitope). (5) The epitope is SSTFNVPMEKLK. The TCR CDR3 sequence is CASSFFGGEETQYF. Result: 0 (the TCR does not bind to the epitope). (6) The epitope is TTLPVNVAF. The TCR CDR3 sequence is CASSFSDMNTEAFF. Result: 1 (the TCR binds to the epitope). (7) The epitope is ALSKGVHFV. The TCR CDR3 sequence is CASSLGAGGASGSNEQFF. Result: 1 (the TCR binds to the epitope).